Dataset: Catalyst prediction with 721,799 reactions and 888 catalyst types from USPTO. Task: Predict which catalyst facilitates the given reaction. (1) Reactant: C(OC(=O)[NH:7][CH:8]([CH2:22][C:23]1[CH:28]=[C:27]([F:29])[CH:26]=[C:25]([F:30])[CH:24]=1)[CH:9]([OH:21])[CH2:10][NH:11][CH2:12][C:13]1[CH:18]=[CH:17][CH:16]=[C:15]([CH2:19][CH3:20])[CH:14]=1)(C)(C)C.[ClH:32]. Product: [ClH:32].[ClH:32].[NH2:7][C@@H:8]([CH2:22][C:23]1[CH:24]=[C:25]([F:30])[CH:26]=[C:27]([F:29])[CH:28]=1)[C@H:9]([OH:21])[CH2:10][NH:11][CH2:12][C:13]1[CH:18]=[CH:17][CH:16]=[C:15]([CH2:19][CH3:20])[CH:14]=1. The catalyst class is: 12. (2) Reactant: [C:1]([O:5][C:6](=[O:28])[CH:7]([NH:11][S:12]([C:15]1[CH:20]=[CH:19][C:18]([C:21]2[CH:26]=[CH:25][C:24]([OH:27])=[CH:23][CH:22]=2)=[CH:17][CH:16]=1)(=[O:14])=[O:13])[CH:8]([CH3:10])[CH3:9])([CH3:4])([CH3:3])[CH3:2].[F:29][C:30]1[CH:35]=[CH:34][C:33]([N:36]=[C:37]=[O:38])=[CH:32][CH:31]=1.CCN(CC)CC. Product: [C:1]([O:5][C:6](=[O:28])[CH:7]([NH:11][S:12]([C:15]1[CH:16]=[CH:17][C:18]([C:21]2[CH:22]=[CH:23][C:24]([O:27][C:37](=[O:38])[NH:36][C:33]3[CH:34]=[CH:35][C:30]([F:29])=[CH:31][CH:32]=3)=[CH:25][CH:26]=2)=[CH:19][CH:20]=1)(=[O:14])=[O:13])[CH:8]([CH3:10])[CH3:9])([CH3:3])([CH3:4])[CH3:2]. The catalyst class is: 27. (3) Reactant: [CH3:1][C:2]1[C:7]([N+:8]([O-])=O)=[CH:6][N:5]=[C:4]([NH:11][C:12](=[O:14])[CH3:13])[CH:3]=1. Product: [NH2:8][C:7]1[C:2]([CH3:1])=[CH:3][C:4]([NH:11][C:12](=[O:14])[CH3:13])=[N:5][CH:6]=1. The catalyst class is: 29. (4) Reactant: [Cl:1][C:2]1[CH:21]=[CH:20][C:5]([O:6][C@H:7]2[C@@H:11]([OH:12])[CH2:10][N:9](C(OC(C)(C)C)=O)[CH2:8]2)=[CH:4][C:3]=1[F:22].Cl. Product: [Cl:1][C:2]1[CH:21]=[CH:20][C:5]([O:6][C@H:7]2[CH2:8][NH:9][CH2:10][C@H:11]2[OH:12])=[CH:4][C:3]=1[F:22]. The catalyst class is: 5. (5) Reactant: [Cl:1][C:2]1[CH:7]=[CH:6][C:5]([C:8]2[C:14]3[CH:15]=[C:16]([O:19][CH3:20])[CH:17]=[CH:18][C:13]=3[N:12]3[C:21]([CH3:24])=[N:22][N:23]=[C:11]3[C@H:10]([CH2:25][C:26]([NH:28][CH2:29][CH2:30][NH:31][C:32](=[O:42])[CH2:33][NH:34]C(=O)OC(C)(C)C)=[O:27])[N:9]=2)=[CH:4][CH:3]=1.C(O)(C(F)(F)F)=O.[OH-].[K+]. Product: [NH2:34][CH2:33][C:32]([NH:31][CH2:30][CH2:29][NH:28][C:26](=[O:27])[CH2:25][C@@H:10]1[N:9]=[C:8]([C:5]2[CH:4]=[CH:3][C:2]([Cl:1])=[CH:7][CH:6]=2)[C:14]2[CH:15]=[C:16]([O:19][CH3:20])[CH:17]=[CH:18][C:13]=2[N:12]2[C:21]([CH3:24])=[N:22][N:23]=[C:11]12)=[O:42]. The catalyst class is: 2. (6) Reactant: Cl[C:2]1[N:10]([CH2:11][C:12]2[CH:17]=[CH:16][CH:15]=[CH:14][C:13]=2[CH3:18])[C:9]2[C:8](=[O:19])[N:7]([CH3:20])[C:6](=[O:21])[N:5]([CH3:22])[C:4]=2[N:3]=1.[NH:23]1[CH2:29][CH2:28][CH2:27][CH2:26][CH:25]([NH2:30])[CH2:24]1.C(N(CC)CC)C.O. Product: [NH2:30][CH:25]1[CH2:26][CH2:27][CH2:28][CH2:29][N:23]([C:2]2[N:10]([CH2:11][C:12]3[CH:17]=[CH:16][CH:15]=[CH:14][C:13]=3[CH3:18])[C:9]3[C:8](=[O:19])[N:7]([CH3:20])[C:6](=[O:21])[N:5]([CH3:22])[C:4]=3[N:3]=2)[CH2:24]1. The catalyst class is: 633.